Dataset: Catalyst prediction with 721,799 reactions and 888 catalyst types from USPTO. Task: Predict which catalyst facilitates the given reaction. (1) Reactant: [CH3:1][C:2]1[CH:10]=[CH:9][C:8]([N:11]([CH3:20])[S:12]([C:15]2[S:16][CH:17]=[CH:18][CH:19]=2)(=[O:14])=[O:13])=[C:7]2[C:3]=1[CH:4]=[C:5]([C:21](=[S:23])[NH2:22])[NH:6]2.Br[CH2:25][C:26](=O)[C:27]([O:29][CH2:30][CH3:31])=[O:28].CN(C)C(=O)C. Product: [CH3:1][C:2]1[CH:10]=[CH:9][C:8]([N:11]([CH3:20])[S:12]([C:15]2[S:16][CH:17]=[CH:18][CH:19]=2)(=[O:14])=[O:13])=[C:7]2[C:3]=1[CH:4]=[C:5]([C:21]1[S:23][CH:25]=[C:26]([C:27]([O:29][CH2:30][CH3:31])=[O:28])[N:22]=1)[NH:6]2. The catalyst class is: 13. (2) Reactant: [Br:1][CH2:2][C:3]1[CH:8]=[CH:7][C:6](/[CH:9]=[CH:10]/[C:11]([O:13][CH2:14][CH3:15])=[O:12])=[C:5]([CH3:16])[CH:4]=1.[C:17]1([P:23]([C:30]2[CH:35]=[CH:34][CH:33]=[CH:32][CH:31]=2)[C:24]2[CH:29]=[CH:28][CH:27]=[CH:26][CH:25]=2)[CH:22]=[CH:21][CH:20]=[CH:19][CH:18]=1. Product: [Br-:1].[CH2:14]([O:13][C:11](=[O:12])/[CH:10]=[CH:9]/[C:6]1[CH:7]=[CH:8][C:3]([CH2:2][P+:23]([C:24]2[CH:25]=[CH:26][CH:27]=[CH:28][CH:29]=2)([C:30]2[CH:35]=[CH:34][CH:33]=[CH:32][CH:31]=2)[C:17]2[CH:18]=[CH:19][CH:20]=[CH:21][CH:22]=2)=[CH:4][C:5]=1[CH3:16])[CH3:15]. The catalyst class is: 11. (3) Reactant: [Cl:1][C:2]1[CH:3]=[C:4](B(O)O)[CH:5]=[C:6]([Cl:8])[CH:7]=1.Br[C:13]([C:15]([F:18])([F:17])[F:16])=[CH2:14].C([O-])([O-])=O.[Cs+].[Cs+]. Product: [Cl:1][C:2]1[CH:3]=[C:4]([C:13]([C:15]([F:18])([F:17])[F:16])=[CH2:14])[CH:5]=[C:6]([Cl:8])[CH:7]=1. The catalyst class is: 516. (4) Reactant: [CH3:1][N:2]1[CH:6]([C:7]([O:9][C:10]([CH3:13])([CH3:12])[CH3:11])=[O:8])[CH2:5][NH:4][C:3]1=[O:14].Br[C:16]1[C:17]([Cl:22])=[N:18][CH:19]=[CH:20][CH:21]=1.C(=O)([O-])[O-].[Cs+].[Cs+].CC1(C)C2C(=C(P(C3C=CC=CC=3)C3C=CC=CC=3)C=CC=2)OC2C(P(C3C=CC=CC=3)C3C=CC=CC=3)=CC=CC1=2. Product: [Cl:22][C:17]1[C:16]([N:4]2[CH2:5][CH:6]([C:7]([O:9][C:10]([CH3:11])([CH3:13])[CH3:12])=[O:8])[N:2]([CH3:1])[C:3]2=[O:14])=[CH:21][CH:20]=[CH:19][N:18]=1. The catalyst class is: 62. (5) Reactant: [CH2:1]([O:3][C:4]1[CH:13]=[C:12]2[C:7]([C:8]([C:14]([C:16]3[CH:21]=[C:20]([O:22][CH3:23])[C:19]([O:24][CH3:25])=[C:18]([O:26][CH3:27])[CH:17]=3)=[O:15])=[CH:9][N:10]=[CH:11]2)=[CH:6][CH:5]=1)[CH3:2].[BH4-].[Na+]. Product: [CH2:1]([O:3][C:4]1[CH:13]=[C:12]2[C:7]([C:8]([CH:14]([C:16]3[CH:21]=[C:20]([O:22][CH3:23])[C:19]([O:24][CH3:25])=[C:18]([O:26][CH3:27])[CH:17]=3)[OH:15])=[CH:9][N:10]=[CH:11]2)=[CH:6][CH:5]=1)[CH3:2]. The catalyst class is: 5. (6) Reactant: C(OC([N:8]1[CH2:13][CH2:12][CH2:11][C@@H:10]([O:14][C:15]2[CH:20]=[C:19]([F:21])[CH:18]=[CH:17][C:16]=2[NH2:22])[CH2:9]1)=O)(C)(C)C.[Cl:23][C:24]1[C:25]2[C:32]([CH3:33])=[C:31]([Cl:34])[S:30][C:26]=2[N:27]=[CH:28][N:29]=1.C1(C)C=CC(S(O)(=O)=O)=CC=1. Product: [ClH:23].[Cl:34][C:31]1[S:30][C:26]2[N:27]=[CH:28][N:29]=[C:24]([NH:22][C:16]3[CH:17]=[CH:18][C:19]([F:21])=[CH:20][C:15]=3[O:14][C@@H:10]3[CH2:11][CH2:12][CH2:13][NH:8][CH2:9]3)[C:25]=2[C:32]=1[CH3:33]. The catalyst class is: 12.